Task: Predict the reaction yield, written as a fraction of the theoretical maximum amount of product (1.0 means a 100% yield; for example, 0.34 means a 34% yield).. Dataset: Reaction yield outcomes from USPTO patents with 853,638 reactions The reactants are [NH2:1][C@@H:2]([CH2:27][C:28]1[CH:33]=[CH:32][CH:31]=[CH:30][CH:29]=1)[C@@H:3]([OH:26])[CH2:4][C@@H:5]([NH:13][C:14]([C@@H:16]([NH:21][C:22](=[O:25])[O:23][CH3:24])[C:17]([CH3:20])([CH3:19])[CH3:18])=[O:15])[CH2:6][C:7]1[CH:12]=[CH:11][CH:10]=[CH:9][CH:8]=1.FC(F)(F)C(O)=O.[CH3:41][C@@H:42]([CH2:64][CH3:65])[C@H:43]([N:47]1[CH2:51][CH2:50][N:49]([CH2:52][C:53]2[C:62]3[C:57](=[CH:58][CH:59]=[CH:60][CH:61]=3)[N:56]=[CH:55][CH:54]=2)[C:48]1=[O:63])[C:44](O)=[O:45].CCN=C=NCCCN(C)C.C1C=CC2N(O)N=NC=2C=1.CN1CCOCC1. The catalyst is CN(C=O)C. The product is [CH2:6]([C@H:5]([NH:13][C:14]([C@@H:16]([NH:21][C:22](=[O:25])[O:23][CH3:24])[C:17]([CH3:20])([CH3:19])[CH3:18])=[O:15])[CH2:4][C@H:3]([OH:26])[C@@H:2]([NH:1][C:44](=[O:45])[C@@H:43]([N:47]1[CH2:51][CH2:50][N:49]([CH2:52][C:53]2[C:62]3[C:57](=[CH:58][CH:59]=[CH:60][CH:61]=3)[N:56]=[CH:55][CH:54]=2)[C:48]1=[O:63])[CH:42]([CH3:41])[CH2:64][CH3:65])[CH2:27][C:28]1[CH:29]=[CH:30][CH:31]=[CH:32][CH:33]=1)[C:7]1[CH:12]=[CH:11][CH:10]=[CH:9][CH:8]=1. The yield is 0.230.